From a dataset of Reaction yield outcomes from USPTO patents with 853,638 reactions. Predict the reaction yield, written as a fraction of the theoretical maximum amount of product (1.0 means a 100% yield; for example, 0.34 means a 34% yield). (1) The reactants are [CH3:1][O:2][C:3]1[C:11]([CH3:12])=[CH:10][CH:9]=[CH:8][C:4]=1[C:5]([OH:7])=[O:6].[OH-:13].[Na+].[Mn]([O-])(=O)(=O)=O.[K+].[OH2:21]. No catalyst specified. The product is [CH3:1][O:2][C:3]1[C:11]([C:12]([OH:21])=[O:13])=[CH:10][CH:9]=[CH:8][C:4]=1[C:5]([OH:7])=[O:6]. The yield is 0.850. (2) The reactants are Cl.Cl.[NH2:3][CH:4]1[CH:9]2[CH2:10][CH2:11][N:6]([CH2:7][CH2:8]2)[CH2:5]1.CCN(CC)CC.[Cl:19][C:20]1[CH:21]=[C:22]([CH:25]=[CH:26][CH:27]=1)[CH:23]=O.[BH-](OC(C)=O)(OC(C)=O)OC(C)=O.[Na+]. The catalyst is C1COCC1.[OH-].[Na+].O. The product is [Cl:19][C:20]1[CH:21]=[C:22]([CH2:23][NH:3][CH:4]2[CH:9]3[CH2:10][CH2:11][N:6]([CH2:7][CH2:8]3)[CH2:5]2)[CH:25]=[CH:26][CH:27]=1. The yield is 0.300. (3) The reactants are [CH3:1][O:2][C:3]1[CH:4]=[C:5]2[C:10](=[CH:11][C:12]=1[O:13][CH2:14][C@H:15]1[CH2:17][O:16]1)[N:9]=[CH:8][N:7]=[C:6]2[O:18][C:19]1[CH:20]=[C:21]2[C:25](=[CH:26][CH:27]=1)[NH:24][CH:23]=[C:22]2[CH3:28].[NH2:29][CH2:30][CH2:31][CH2:32][N:33]1[CH2:37][CH2:36][CH2:35][CH2:34]1. The catalyst is CN(C=O)C. The product is [OH:16][C@H:15]([CH2:17][NH:29][CH2:30][CH2:31][CH2:32][N:33]1[CH2:37][CH2:36][CH2:35][CH2:34]1)[CH2:14][O:13][C:12]1[CH:11]=[C:10]2[C:5]([C:6]([O:18][C:19]3[CH:20]=[C:21]4[C:25](=[CH:26][CH:27]=3)[NH:24][CH:23]=[C:22]4[CH3:28])=[N:7][CH:8]=[N:9]2)=[CH:4][C:3]=1[O:2][CH3:1]. The yield is 0.680. (4) The reactants are S(Cl)([Cl:3])=O.[NH2:5][C@@H:6]1[CH2:11][CH2:10][C@H:9]([C:12]([OH:14])=[O:13])[CH2:8][CH2:7]1.[CH3:15]O. No catalyst specified. The product is [ClH:3].[NH2:5][C@@H:6]1[CH2:11][CH2:10][C@H:9]([C:12]([O:14][CH3:15])=[O:13])[CH2:8][CH2:7]1. The yield is 0.816. (5) The reactants are [NH2:1][C:2]1[CH:7]=[CH:6][CH:5]=[CH:4][C:3]=1/[CH:8]=[CH:9]/[C:10]([O:12][CH3:13])=[O:11].[CH3:14][C:15](=O)[CH3:16].[BH3-]C#N.[Na+]. The catalyst is CC(O)=O. The product is [CH:15]([NH:1][C:2]1[CH:7]=[CH:6][CH:5]=[CH:4][C:3]=1/[CH:8]=[CH:9]/[C:10]([O:12][CH3:13])=[O:11])([CH3:16])[CH3:14]. The yield is 0.480.